Dataset: Full USPTO retrosynthesis dataset with 1.9M reactions from patents (1976-2016). Task: Predict the reactants needed to synthesize the given product. (1) Given the product [Cl:1][C:2]1[CH:3]=[CH:4][C:5]2[N:11]3[C:12]([C:15]#[N:16])=[CH:13][CH:14]=[C:10]3[C@@H:9]([CH2:17][CH2:18][N:19]3[N:23]=[N:22][C:21]([CH2:24][C:25]([OH:27])=[O:26])=[N:20]3)[O:8][C@H:7]([C:30]3[CH:35]=[CH:34][CH:33]=[C:32]([O:36][CH3:37])[C:31]=3[O:38][CH3:39])[C:6]=2[CH:40]=1, predict the reactants needed to synthesize it. The reactants are: [Cl:1][C:2]1[CH:3]=[CH:4][C:5]2[N:11]3[C:12]([C:15]#[N:16])=[CH:13][CH:14]=[C:10]3[C@@H:9]([CH2:17][CH2:18][N:19]3[N:23]=[N:22][C:21]([CH2:24][C:25]([O:27]CC)=[O:26])=[N:20]3)[O:8][C@H:7]([C:30]3[CH:35]=[CH:34][CH:33]=[C:32]([O:36][CH3:37])[C:31]=3[O:38][CH3:39])[C:6]=2[CH:40]=1.[OH-].[Na+]. (2) The reactants are: [CH2:1]([O:8][CH:9]1[CH2:18][CH2:17][C:16]2[CH:15]=[C:14]([C@H:19]3[CH2:28][CH2:27][C@@:21]4([NH:25]C(=O)[O:23][CH2:22]4)[CH2:20]3)[CH:13]=[CH:12][C:11]=2[CH2:10]1)[CH2:2][CH2:3][CH2:4][CH2:5][CH2:6][CH3:7].[OH-].[Na+].C(O)(C(F)(F)F)=O. Given the product [NH2:25][C@:21]1([CH2:22][OH:23])[CH2:27][CH2:28][C@H:19]([C:14]2[CH:13]=[CH:12][C:11]3[CH2:10][CH:9]([O:8][CH2:1][CH2:2][CH2:3][CH2:4][CH2:5][CH2:6][CH3:7])[CH2:18][CH2:17][C:16]=3[CH:15]=2)[CH2:20]1, predict the reactants needed to synthesize it.